From a dataset of Catalyst prediction with 721,799 reactions and 888 catalyst types from USPTO. Predict which catalyst facilitates the given reaction. (1) Reactant: [Cl:1][C:2]1[CH:7]=[CH:6][CH:5]=[C:4]([Cl:8])[C:3]=1[CH2:9][CH2:10][C:11]1[C:15]([CH2:16][O:17][C:18]2[CH:23]=[CH:22][C:21]([C:24]3[CH:33]=[C:32]4[C:27]([CH:28]=[CH:29][CH:30]=[C:31]4[C:34]([O:36]C)=[O:35])=[CH:26][CH:25]=3)=[CH:20][CH:19]=2)=[C:14]([CH:38]([CH3:40])[CH3:39])[O:13][N:12]=1.CO.[OH-].[Na+]. Product: [Cl:1][C:2]1[CH:7]=[CH:6][CH:5]=[C:4]([Cl:8])[C:3]=1[CH2:9][CH2:10][C:11]1[C:15]([CH2:16][O:17][C:18]2[CH:19]=[CH:20][C:21]([C:24]3[CH:33]=[C:32]4[C:27]([CH:28]=[CH:29][CH:30]=[C:31]4[C:34]([OH:36])=[O:35])=[CH:26][CH:25]=3)=[CH:22][CH:23]=2)=[C:14]([CH:38]([CH3:40])[CH3:39])[O:13][N:12]=1. The catalyst class is: 7. (2) Reactant: [CH3:1][S:2]([N:5]1[CH2:9][CH2:8][CH2:7][CH:6]1[C:10](OC)=[O:11])(=[O:4])=[O:3].[H-].[Al+3].[Li+].[H-].[H-].[H-]. Product: [CH3:1][S:2]([N:5]1[CH2:9][CH2:8][CH2:7][CH:6]1[CH2:10][OH:11])(=[O:4])=[O:3]. The catalyst class is: 7. (3) Reactant: [CH3:1][CH:2]1[CH2:6][CH2:5][O:4][C:3]1=[O:7].[OH-:8].[K+].[H-].[Na+].Br[CH2:13][C:14]1[CH:19]=[CH:18][CH:17]=[CH:16][CH:15]=1. Product: [CH2:13]([O:8][C:3](=[O:7])[CH:2]([CH3:1])[CH2:6][CH2:5][O:4][CH2:13][C:14]1[CH:19]=[CH:18][CH:17]=[CH:16][CH:15]=1)[C:14]1[CH:19]=[CH:18][CH:17]=[CH:16][CH:15]=1. The catalyst class is: 887. (4) Reactant: [Cl:1][CH2:2][C:3]([NH:5][NH:6][C:7](=[O:12])[C:8]([F:11])([F:10])[F:9])=O.C(#N)C.P(Cl)(Cl)(Cl)=O.C(OC(C)C)(=O)C. Product: [F:11][C:8]([F:9])([F:10])[C:7]1[O:12][C:3]([CH2:2][Cl:1])=[N:5][N:6]=1. The catalyst class is: 6. (5) Reactant: C(=O)([O-])[O-].[K+].[K+].[CH2:7]([SH:10])[CH2:8][CH3:9].CN1CCCC1=O.F[C:19]1[CH:24]=[CH:23][C:22]([F:25])=[CH:21][C:20]=1[N+:26]([O-:28])=[O:27]. Product: [F:25][C:22]1[CH:23]=[CH:24][C:19]([S:10][CH2:7][CH2:8][CH3:9])=[C:20]([N+:26]([O-:28])=[O:27])[CH:21]=1. The catalyst class is: 6. (6) Product: [C:17]([O:20][CH2:21][C:22]1[C:23]([N:31]2[CH2:42][CH2:41][N:40]3[C:33](=[CH:34][C:35]4[CH2:36][C:37]([CH3:44])([CH3:43])[CH2:38][C:39]=43)[C:32]2=[O:45])=[N:24][CH:25]=[CH:26][C:27]=1[C:2]1[CH:3]=[C:4]([NH:10][C:11]([CH:13]2[CH2:16][CH2:15][CH2:14]2)=[O:12])[C:5](=[O:9])[N:6]([CH3:8])[CH:7]=1)(=[O:19])[CH3:18]. Reactant: Br[C:2]1[CH:3]=[C:4]([NH:10][C:11]([CH:13]2[CH2:16][CH2:15][CH2:14]2)=[O:12])[C:5](=[O:9])[N:6]([CH3:8])[CH:7]=1.[C:17]([O:20][CH2:21][C:22]1[C:23]([N:31]2[CH2:42][CH2:41][N:40]3[C:33](=[CH:34][C:35]4[CH2:36][C:37]([CH3:44])([CH3:43])[CH2:38][C:39]=43)[C:32]2=[O:45])=[N:24][CH:25]=[CH:26][C:27]=1B(O)O)(=[O:19])[CH3:18].CC([O-])=O.[Na+]. The catalyst class is: 712.